Dataset: Peptide-MHC class I binding affinity with 185,985 pairs from IEDB/IMGT. Task: Regression. Given a peptide amino acid sequence and an MHC pseudo amino acid sequence, predict their binding affinity value. This is MHC class I binding data. (1) The peptide sequence is AEAYCTGML. The MHC is HLA-B45:01 with pseudo-sequence HLA-B45:01. The binding affinity (normalized) is 0.332. (2) The peptide sequence is GALDLSHFL. The MHC is HLA-A03:01 with pseudo-sequence HLA-A03:01. The binding affinity (normalized) is 0. (3) The peptide sequence is ITSTKTIEY. The binding affinity (normalized) is 0.0805. The MHC is HLA-A33:01 with pseudo-sequence HLA-A33:01. (4) The peptide sequence is LSLTNCPNF. The MHC is H-2-Db with pseudo-sequence H-2-Db. The binding affinity (normalized) is 0.598. (5) The peptide sequence is AIFQSSMTK. The MHC is HLA-A29:02 with pseudo-sequence HLA-A29:02. The binding affinity (normalized) is 0.116. (6) The peptide sequence is PLEACYNTCY. The MHC is Mamu-A02 with pseudo-sequence Mamu-A02. The binding affinity (normalized) is 0.